From a dataset of Peptide-MHC class II binding affinity with 134,281 pairs from IEDB. Regression. Given a peptide amino acid sequence and an MHC pseudo amino acid sequence, predict their binding affinity value. This is MHC class II binding data. (1) The peptide sequence is KNPTDTGHGTVVMQV. The MHC is DRB1_0301 with pseudo-sequence DRB1_0301. The binding affinity (normalized) is 0.250. (2) The peptide sequence is AAEQLWVTVYYGVPVWK. The MHC is DRB1_0401 with pseudo-sequence DRB1_0401. The binding affinity (normalized) is 0.406. (3) The peptide sequence is LKGIQSLRKLSSVCL. The MHC is DRB1_1302 with pseudo-sequence DRB1_1302. The binding affinity (normalized) is 0.579. (4) The peptide sequence is GKLYGIRDVRSTRDR. The MHC is DRB1_0401 with pseudo-sequence DRB1_0401. The binding affinity (normalized) is 0.286. (5) The peptide sequence is PQLTKNAGVLTCSLS. The MHC is HLA-DPA10201-DPB10101 with pseudo-sequence HLA-DPA10201-DPB10101. The binding affinity (normalized) is 0.364. (6) The peptide sequence is VWRIDTPDKLTGPFT. The MHC is DRB1_1302 with pseudo-sequence DRB1_1302. The binding affinity (normalized) is 0.351. (7) The peptide sequence is ISIVQMAPVSAMVRM. The MHC is DRB1_0701 with pseudo-sequence DRB1_0701. The binding affinity (normalized) is 0.434.